This data is from Ames mutagenicity test results for genotoxicity prediction. The task is: Regression/Classification. Given a drug SMILES string, predict its toxicity properties. Task type varies by dataset: regression for continuous values (e.g., LD50, hERG inhibition percentage) or binary classification for toxic/non-toxic outcomes (e.g., AMES mutagenicity, cardiotoxicity, hepatotoxicity). Dataset: ames. (1) The drug is Nc1nccs1. The result is 1 (mutagenic). (2) The drug is O=C1c2cc([N+](=O)[O-])cc([N+](=O)[O-])c2-c2c1cc([N+](=O)[O-])cc2[N+](=O)[O-]. The result is 1 (mutagenic). (3) The drug is N#Cc1cc(Br)c(O)c(Br)c1. The result is 0 (non-mutagenic). (4) The drug is COc1c2ccoc2c(OC)c2oc(=O)ccc12. The result is 0 (non-mutagenic). (5) The compound is Nc1ccc(S(=O)(=O)O)cc1. The result is 0 (non-mutagenic). (6) The compound is Cc1ccccn1. The result is 0 (non-mutagenic). (7) The molecule is CNC1CC(OC2CC(O)(C(C)=O)Cc3c(O)c4c(c(O)c32)C(=O)c2c(OC)cccc2C4=O)OC(C)C1O. The result is 1 (mutagenic). (8) The compound is C[C@@H]1COc2c(N3CCN(C)CC3)c(F)c(C(=O)O)c3c(=O)ccn1c23. The result is 1 (mutagenic). (9) The compound is CCC[C@@H](C)C[C@@H](OC(=O)C[C@@H](CC(=O)O)C(=O)O)[C@@H](C[C@H](C)CCCCCC[C@H](O)C[C@H](O)[C@@H](C)N)OC(=O)C[C@@H](CC(=O)O)C(=O)O. The result is 0 (non-mutagenic).